Task: Predict which catalyst facilitates the given reaction.. Dataset: Catalyst prediction with 721,799 reactions and 888 catalyst types from USPTO (1) Reactant: [CH3:1][N:2]1[CH:6]=[CH:5][CH:4]=[C:3]1[C:7]([OH:9])=O.CN(C(ON1N=NC2C=CC=NC1=2)=[N+](C)C)C.F[P-](F)(F)(F)(F)F.C(N(CC)CC)C.Cl.[NH2:42][CH:43]1[CH2:52][CH2:51][C:50]2[CH:49]=[C:48]([C:53]([O:55][CH3:56])=[O:54])[CH:47]=[CH:46][C:45]=2[CH2:44]1. Product: [CH3:1][N:2]1[CH:6]=[CH:5][CH:4]=[C:3]1[C:7]([NH:42][CH:43]1[CH2:52][CH2:51][C:50]2[CH:49]=[C:48]([C:53]([O:55][CH3:56])=[O:54])[CH:47]=[CH:46][C:45]=2[CH2:44]1)=[O:9]. The catalyst class is: 59. (2) Reactant: [Cl:1][C:2]1[CH:3]=[C:4]([S:9]([N:12]([CH2:22][C:23]([O:25][C:26]([CH3:29])([CH3:28])[CH3:27])=[O:24])[C:13]2[CH:14]=[C:15]3[C:19](=[CH:20][CH:21]=2)[NH:18][CH2:17][CH2:16]3)(=[O:11])=[O:10])[CH:5]=[C:6]([Cl:8])[CH:7]=1.C(=O)([O-])[O-].[K+].[K+].[C:36](Cl)(=[O:43])[C:37]1[CH:42]=[CH:41][CH:40]=[CH:39][CH:38]=1.O. Product: [C:36]([N:18]1[C:19]2[C:15](=[CH:14][C:13]([N:12]([CH2:22][C:23]([O:25][C:26]([CH3:29])([CH3:28])[CH3:27])=[O:24])[S:9]([C:4]3[CH:5]=[C:6]([Cl:8])[CH:7]=[C:2]([Cl:1])[CH:3]=3)(=[O:11])=[O:10])=[CH:21][CH:20]=2)[CH2:16][CH2:17]1)(=[O:43])[C:37]1[CH:42]=[CH:41][CH:40]=[CH:39][CH:38]=1. The catalyst class is: 4. (3) Reactant: [OH:1][C:2]1[CH:3]=[C:4]2[C:9](=[CH:10][C:11]=1[O:12][CH3:13])[N:8]=[C:7]([C:14]1[CH:19]=[CH:18][CH:17]=[C:16]([N+:20]([O-:22])=[O:21])[CH:15]=1)[NH:6][C:5]2=[O:23].[CH3:24][C:25](OC(C)=O)=[O:26]. Product: [C:25]([O:1][C:2]1[CH:3]=[C:4]2[C:9](=[CH:10][C:11]=1[O:12][CH3:13])[N:8]=[C:7]([C:14]1[CH:19]=[CH:18][CH:17]=[C:16]([N+:20]([O-:22])=[O:21])[CH:15]=1)[NH:6][C:5]2=[O:23])(=[O:26])[CH3:24]. The catalyst class is: 17. (4) The catalyst class is: 7. Reactant: CC1(C)[O:6][C@@H:5]([CH2:7][CH2:8][NH:9][C:10]([CH:12]2[CH:16]([C:17]3[CH:22]=[CH:21][CH:20]=[C:19]([Cl:23])[C:18]=3[F:24])[C:15]([C:27]3[CH:32]=[CH:31][C:30]([Cl:33])=[CH:29][C:28]=3[F:34])([C:25]#[N:26])[CH:14]([CH2:35][C:36]3([CH2:42][OH:43])[CH2:41][CH2:40][CH2:39][CH2:38][CH2:37]3)[NH:13]2)=[O:11])[CH2:4][O:3]1.Cl. Product: [OH:6][C@H:5]([CH2:4][OH:3])[CH2:7][CH2:8][NH:9][C:10]([CH:12]1[CH:16]([C:17]2[CH:22]=[CH:21][CH:20]=[C:19]([Cl:23])[C:18]=2[F:24])[C:15]([C:27]2[CH:32]=[CH:31][C:30]([Cl:33])=[CH:29][C:28]=2[F:34])([C:25]#[N:26])[CH:14]([CH2:35][C:36]2([CH2:42][OH:43])[CH2:37][CH2:38][CH2:39][CH2:40][CH2:41]2)[NH:13]1)=[O:11]. (5) Reactant: [OH:1][C:2]1([C:5]([O:7][CH3:8])=[O:6])[CH2:4][CH2:3]1.[H-].[Na+].I[CH3:12]. Product: [CH3:12][O:1][C:2]1([C:5]([O:7][CH3:8])=[O:6])[CH2:4][CH2:3]1. The catalyst class is: 1.